Task: Predict the product of the given reaction.. Dataset: Forward reaction prediction with 1.9M reactions from USPTO patents (1976-2016) (1) Given the reactants [F:1][C:2]([F:11])([F:10])[C:3]1([CH2:8][OH:9])[CH2:7][CH2:6][CH2:5][CH2:4]1.CC(C)([O-])C.[K+].[Cl:18][C:19]1[C:20](F)=[CH:21][C:22]([F:28])=[C:23]([CH:27]=1)[C:24]([OH:26])=[O:25].Cl, predict the reaction product. The product is: [Cl:18][C:19]1[C:20]([O:9][CH2:8][C:3]2([C:2]([F:10])([F:11])[F:1])[CH2:7][CH2:6][CH2:5][CH2:4]2)=[CH:21][C:22]([F:28])=[C:23]([CH:27]=1)[C:24]([OH:26])=[O:25]. (2) Given the reactants CC1[O:11][C:10]2[C:9]3[CH:12]=[CH:13][CH:14]=[CH:15][C:8]=3NCCC=2N=1.S(Cl)(Cl)=O.[CH3:20][N:21]1[C:30]2[NH:29][C:28]3[CH:31]=[C:32]([CH3:35])[CH:33]=[CH:34][C:27]=3[NH:26][CH2:25][C:24]=2[CH:23]=[N:22]1.C([N:38]([CH2:41][CH3:42])CC)C, predict the reaction product. The product is: [CH3:20][N:21]1[C:30]2[NH:29][C:28]3[CH:31]=[C:32]([CH3:35])[CH:33]=[CH:34][C:27]=3[N:26]([C:10]([C:9]3[CH:12]=[CH:13][C:42]([C:41]#[N:38])=[C:15]([CH3:14])[CH:8]=3)=[O:11])[CH2:25][C:24]=2[CH:23]=[N:22]1.